Dataset: Reaction yield outcomes from USPTO patents with 853,638 reactions. Task: Predict the reaction yield, written as a fraction of the theoretical maximum amount of product (1.0 means a 100% yield; for example, 0.34 means a 34% yield). (1) The reactants are [OH:1][N:2]=[C:3](Cl)[C:4]1[CH:9]=[CH:8][CH:7]=[C:6]([C:10]([F:13])([F:12])[F:11])[CH:5]=1.[C:15]([O:19][CH3:20])(=[O:18])[CH:16]=[CH2:17]. The catalyst is C(Cl)Cl. The product is [F:11][C:10]([F:13])([F:12])[C:6]1[CH:5]=[C:4]([C:3]2[CH2:17][CH:16]([C:15]([O:19][CH3:20])=[O:18])[O:1][N:2]=2)[CH:9]=[CH:8][CH:7]=1. The yield is 1.00. (2) The reactants are C(NC(C)C)(C)C.C([Li])CCC.CCCCCC.[Li+].CC([N-]C(C)C)C.[Si:27]([O:44][CH2:45][C:46]1[C:51]([N:52]2[CH2:57][C@H:56]([CH3:58])[O:55][C@H:54]([CH3:59])[CH2:53]2)=[C:50]([Cl:60])[C:49]([F:61])=[CH:48][N:47]=1)([C:40]([CH3:43])([CH3:42])[CH3:41])([C:34]1[CH:39]=[CH:38][CH:37]=[CH:36][CH:35]=1)[C:28]1[CH:33]=[CH:32][CH:31]=[CH:30][CH:29]=1.CON(C)[C:65](=[O:72])[C:66]1[CH:71]=[CH:70][CH:69]=[CH:68][N:67]=1. The catalyst is C1COCC1. The product is [Si:27]([O:44][CH2:45][C:46]1[N:47]=[C:48]([C:65]([C:66]2[CH:71]=[CH:70][CH:69]=[CH:68][N:67]=2)=[O:72])[C:49]([F:61])=[C:50]([Cl:60])[C:51]=1[N:52]1[CH2:57][C@H:56]([CH3:58])[O:55][C@H:54]([CH3:59])[CH2:53]1)([C:40]([CH3:43])([CH3:41])[CH3:42])([C:34]1[CH:39]=[CH:38][CH:37]=[CH:36][CH:35]=1)[C:28]1[CH:29]=[CH:30][CH:31]=[CH:32][CH:33]=1. The yield is 0.670. (3) The reactants are [NH2:1][C:2]1[CH:7]=[CH:6][C:5]([C:8]2[CH:9]=[CH:10][C:11]3[O:17][CH2:16][CH2:15][N:14]([C:18]4[C:23]([CH:24]([CH3:26])[CH3:25])=[C:22]([CH3:27])[N:21]=[C:20]([NH2:28])[N:19]=4)[CH2:13][C:12]=3[CH:29]=2)=[CH:4][C:3]=1[N+:30]([O-])=O.[H][H]. The catalyst is CO.[Pd]. The product is [NH2:28][C:20]1[N:19]=[C:18]([N:14]2[CH2:13][C:12]3[CH:29]=[C:8]([C:5]4[CH:4]=[C:3]([NH2:30])[C:2]([NH2:1])=[CH:7][CH:6]=4)[CH:9]=[CH:10][C:11]=3[O:17][CH2:16][CH2:15]2)[C:23]([CH:24]([CH3:25])[CH3:26])=[C:22]([CH3:27])[N:21]=1. The yield is 0.750. (4) The reactants are [N+:1]([C:4]1[CH:14]=[CH:13][C:7]2[NH:8][CH2:9][CH2:10][CH2:11][O:12][C:6]=2[CH:5]=1)([O-])=O. The catalyst is [Pd].C(O)C. The product is [CH:13]1[C:7]2[NH:8][CH2:9][CH2:10][CH2:11][O:12][C:6]=2[CH:5]=[C:4]([NH2:1])[CH:14]=1. The yield is 0.970.